The task is: Predict the product of the given reaction.. This data is from Forward reaction prediction with 1.9M reactions from USPTO patents (1976-2016). (1) The product is: [CH2:1]([O:5][C:6]1[CH:10]=[C:9]([CH2:11][CH2:12][S:13]([NH:16][C:36](=[O:37])[O:38][CH2:39][CH2:40][O:41][CH3:42])(=[O:14])=[O:15])[N:8]([CH2:17][C:18]2[CH:23]=[CH:22][C:21]([Cl:24])=[CH:20][C:19]=2[Cl:25])[N:7]=1)[CH2:2][CH2:3][CH3:4]. Given the reactants [CH2:1]([O:5][C:6]1[CH:10]=[C:9]([CH2:11][CH2:12][S:13]([NH2:16])(=[O:15])=[O:14])[N:8]([CH2:17][C:18]2[CH:23]=[CH:22][C:21]([Cl:24])=[CH:20][C:19]=2[Cl:25])[N:7]=1)[CH2:2][CH2:3][CH3:4].C(N(CC)C(C)C)(C)C.Cl[C:36]([O:38][CH2:39][CH2:40][O:41][CH3:42])=[O:37], predict the reaction product. (2) Given the reactants C([O:5][C:6]1[CH:7]=[C:8]([C@@H:19]([OH:37])[CH2:20][NH:21][C:22]([CH3:36])([CH3:35])[CH2:23][C:24]2[CH:29]=[CH:28][C:27]([O:30][CH2:31][CH2:32][CH2:33][CH3:34])=[CH:26][CH:25]=2)[C:9]2[S:13][C:12]([O:14]C(C)C)=[N:11][C:10]=2[CH:18]=1)(C)(C)C.Cl.[OH-].[Na+], predict the reaction product. The product is: [CH2:31]([O:30][C:27]1[CH:28]=[CH:29][C:24]([CH2:23][C:22]([NH:21][CH2:20][C@@H:19]([C:8]2[C:9]3[S:13][C:12](=[O:14])[NH:11][C:10]=3[CH:18]=[C:6]([OH:5])[CH:7]=2)[OH:37])([CH3:35])[CH3:36])=[CH:25][CH:26]=1)[CH2:32][CH2:33][CH3:34]. (3) Given the reactants Br[CH:2]([C:4]1[NH:13][C:12](=[O:14])[C:11]2[C:6](=[CH:7][CH:8]=[CH:9][CH:10]=2)[N:5]=1)[CH3:3].[CH3:15][O:16][C:17]1[CH:22]=[CH:21][C:20]([S:23]([N:26]2[CH2:31][CH2:30][NH:29][CH2:28][CH2:27]2)(=[O:25])=[O:24])=[CH:19][CH:18]=1, predict the reaction product. The product is: [CH3:15][O:16][C:17]1[CH:22]=[CH:21][C:20]([S:23]([N:26]2[CH2:31][CH2:30][N:29]([CH:2]([C:4]3[NH:13][C:12](=[O:14])[C:11]4[C:6](=[CH:7][CH:8]=[CH:9][CH:10]=4)[N:5]=3)[CH3:3])[CH2:28][CH2:27]2)(=[O:25])=[O:24])=[CH:19][CH:18]=1.